Dataset: Forward reaction prediction with 1.9M reactions from USPTO patents (1976-2016). Task: Predict the product of the given reaction. Given the reactants [CH3:1][N:2]1[CH:6]=[CH:5][C:4]([NH2:7])=[N:3]1.[CH3:8][C:9](=O)[CH2:10][CH2:11][C:12](=O)[CH3:13].C1(C)C=CC(S(O)(=O)=O)=CC=1, predict the reaction product. The product is: [CH3:13][C:12]1[N:7]([C:4]2[CH:5]=[CH:6][N:2]([CH3:1])[N:3]=2)[C:9]([CH3:8])=[CH:10][CH:11]=1.